This data is from Forward reaction prediction with 1.9M reactions from USPTO patents (1976-2016). The task is: Predict the product of the given reaction. (1) Given the reactants [NH2:1][C:2]1[CH:7]=[CH:6][C:5]([N:8]([CH2:17][CH3:18])[C:9](=[O:16])[CH2:10][N:11]([CH2:14][CH3:15])[CH2:12][CH3:13])=[CH:4][C:3]=1[N+:19]([O-])=O, predict the reaction product. The product is: [NH2:19][C:3]1[CH:4]=[C:5]([N:8]([CH2:17][CH3:18])[C:9](=[O:16])[CH2:10][N:11]([CH2:12][CH3:13])[CH2:14][CH3:15])[CH:6]=[CH:7][C:2]=1[NH2:1]. (2) Given the reactants [C:1]([C:5]1[CH:6]=[C:7]([NH:17][C:18]([NH:20][C:21]2[CH:22]=[N:23][C:24]([N:27]3[CH2:32][CH2:31][NH:30][CH2:29][CH2:28]3)=[CH:25][CH:26]=2)=[O:19])[N:8]([C:10]2[CH:15]=[CH:14][C:13]([CH3:16])=[CH:12][CH:11]=2)[N:9]=1)([CH3:4])([CH3:3])[CH3:2].[F:33][C:34]1[CH:42]=[CH:41][CH:40]=[C:39]([F:43])[C:35]=1[C:36](O)=[O:37].F[P-](F)(F)(F)(F)F.N1(OC(N(C)C)=[N+](C)C)C2N=CC=CC=2N=N1.C(Cl)Cl, predict the reaction product. The product is: [C:1]([C:5]1[CH:6]=[C:7]([NH:17][C:18]([NH:20][C:21]2[CH:22]=[N:23][C:24]([N:27]3[CH2:28][CH2:29][N:30]([C:36](=[O:37])[C:35]4[C:34]([F:33])=[CH:42][CH:41]=[CH:40][C:39]=4[F:43])[CH2:31][CH2:32]3)=[CH:25][CH:26]=2)=[O:19])[N:8]([C:10]2[CH:15]=[CH:14][C:13]([CH3:16])=[CH:12][CH:11]=2)[N:9]=1)([CH3:4])([CH3:2])[CH3:3]. (3) Given the reactants [NH2:1][C:2]1[CH:3]=[CH:4][C:5]([Cl:8])=[N:6][CH:7]=1.[CH2:9]([O:11][C:12](=[O:16])[C:13]([O-])=[O:14])[CH3:10].[K+].Cl.CN(C)CCCN=C=NCC.O.ON1C2C=CC=CC=2N=N1, predict the reaction product. The product is: [Cl:8][C:5]1[N:6]=[CH:7][C:2]([NH:1][C:13](=[O:14])[C:12]([O:11][CH2:9][CH3:10])=[O:16])=[CH:3][CH:4]=1. (4) Given the reactants [CH2:1]([O:8][C:9]1[CH:19]=[C:12]2[N:13]=[C:14]([Cl:18])[CH:15]=[C:16](Cl)[N:11]2[N:10]=1)[C:2]1[CH:7]=[CH:6][CH:5]=[CH:4][CH:3]=1.[NH:20]1[CH2:25][CH2:24][O:23][CH2:22][CH2:21]1, predict the reaction product. The product is: [CH2:1]([O:8][C:9]1[CH:19]=[C:12]2[N:13]=[C:14]([Cl:18])[CH:15]=[C:16]([N:20]3[CH2:25][CH2:24][O:23][CH2:22][CH2:21]3)[N:11]2[N:10]=1)[C:2]1[CH:7]=[CH:6][CH:5]=[CH:4][CH:3]=1.